From a dataset of Catalyst prediction with 721,799 reactions and 888 catalyst types from USPTO. Predict which catalyst facilitates the given reaction. (1) Reactant: [H-].[Al+3].[Li+].[H-].[H-].[H-].[CH2:7]([N:10]([CH2:14][C:15]1[CH:20]=[CH:19][C:18]([C:21]2[N:22]([CH3:32])[C:23]3[CH:29]=[C:28]([C:30]#[N:31])[CH:27]=[CH:26][C:24]=3[N:25]=2)=[CH:17][CH:16]=1)[CH2:11][CH2:12][CH3:13])[CH2:8][CH3:9].O.O.O.O.O.O.O.O.O.O.S([O-])([O-])(=O)=O.[Na+].[Na+]. Product: [NH2:31][CH2:30][C:28]1[CH:27]=[CH:26][C:24]2[N:25]=[C:21]([C:18]3[CH:19]=[CH:20][C:15]([CH2:14][N:10]([CH2:7][CH2:8][CH3:9])[CH2:11][CH2:12][CH3:13])=[CH:16][CH:17]=3)[N:22]([CH3:32])[C:23]=2[CH:29]=1. The catalyst class is: 1. (2) Reactant: [C:1]([O:5][C:6](=[O:29])[NH:7][C:8]1([C:19]2[CH:24]=[CH:23][CH:22]=[C:21]([C:25]([CH3:28])([CH3:27])[CH3:26])[CH:20]=2)[CH2:13][CH2:12][C:11](=[O:14])[C:10](=[CH:15][N:16](C)C)[CH2:9]1)([CH3:4])([CH3:3])[CH3:2].NOS(O)(=O)=O. Product: [C:1]([O:5][C:6](=[O:29])[NH:7][C:8]1([C:19]2[CH:24]=[CH:23][CH:22]=[C:21]([C:25]([CH3:28])([CH3:27])[CH3:26])[CH:20]=2)[CH2:9][C:10]2[CH:15]=[N:16][O:14][C:11]=2[CH2:12][CH2:13]1)([CH3:4])([CH3:3])[CH3:2]. The catalyst class is: 5. (3) Reactant: C([O-])(=O)C.[NH4+:5].[CH2:6]([O:13][CH2:14][CH2:15][C:16]1[C:17](=[O:35])[O:18][C:19]2[C:24]([C:25]=1O)=[CH:23][CH:22]=[C:21]([O:27][CH3:28])[C:20]=2[O:29][CH:30]1[CH2:34][CH2:33][CH2:32][CH2:31]1)[C:7]1[CH:12]=[CH:11][CH:10]=[CH:9][CH:8]=1.C(O)(=O)C.C1(C)C=CC=CC=1. Product: [NH2:5][C:25]1[C:24]2[C:19](=[C:20]([O:29][CH:30]3[CH2:34][CH2:33][CH2:32][CH2:31]3)[C:21]([O:27][CH3:28])=[CH:22][CH:23]=2)[O:18][C:17](=[O:35])[C:16]=1[CH2:15][CH2:14][O:13][CH2:6][C:7]1[CH:12]=[CH:11][CH:10]=[CH:9][CH:8]=1. The catalyst class is: 6. (4) The catalyst class is: 71. Reactant: [NH2:1][C:2]1[N:7]=[C:6]([C:8]2[CH:28]=[CH:27][C:11]([O:12][CH2:13][CH:14]3[CH2:19][CH2:18][N:17](C(OC(C)(C)C)=O)[CH2:16][CH2:15]3)=[C:10]([CH2:29][O:30][CH3:31])[CH:9]=2)[CH:5]=[C:4]([NH:32][CH3:33])[N:3]=1.[ClH:34]. Product: [ClH:34].[CH3:31][O:30][CH2:29][C:10]1[CH:9]=[C:8]([C:6]2[N:7]=[C:2]([NH2:1])[N:3]=[C:4]([NH:32][CH3:33])[CH:5]=2)[CH:28]=[CH:27][C:11]=1[O:12][CH2:13][CH:14]1[CH2:19][CH2:18][NH:17][CH2:16][CH2:15]1. (5) Reactant: [CH2:1]([C@H:8]1[N:13]([C:14]([C:16]2[N:17]=[CH:18][N:19]([C:27]3[CH:32]=[CH:31][CH:30]=[C:29]([O:33]CC4C=CC=CC=4)[CH:28]=3)[C:20]=2[C:21]2[CH:26]=[CH:25][CH:24]=[CH:23][CH:22]=2)=[O:15])[CH2:12][CH2:11][N:10]([C:41]([O:43][C:44]([CH3:47])([CH3:46])[CH3:45])=[O:42])[CH2:9]1)[C:2]1[CH:7]=[CH:6][CH:5]=[CH:4][CH:3]=1. Product: [CH2:1]([C@H:8]1[N:13]([C:14]([C:16]2[N:17]=[CH:18][N:19]([C:27]3[CH:32]=[CH:31][CH:30]=[C:29]([OH:33])[CH:28]=3)[C:20]=2[C:21]2[CH:26]=[CH:25][CH:24]=[CH:23][CH:22]=2)=[O:15])[CH2:12][CH2:11][N:10]([C:41]([O:43][C:44]([CH3:47])([CH3:46])[CH3:45])=[O:42])[CH2:9]1)[C:2]1[CH:7]=[CH:6][CH:5]=[CH:4][CH:3]=1. The catalyst class is: 19. (6) Reactant: [CH2:1]([C:8]1[CH:9]=[N:10][C:11]2[C:16]([C:17]=1[C:18]1[CH:23]=[CH:22][CH:21]=[C:20](Br)[CH:19]=1)=[CH:15][CH:14]=[CH:13][C:12]=2[C:25]([F:28])([F:27])[F:26])[C:2]1[CH:7]=[CH:6][CH:5]=[CH:4][CH:3]=1.[C:29]([CH2:32][CH2:33][C:34]1[CH:39]=[CH:38][C:37](B(O)O)=[CH:36][CH:35]=1)([OH:31])=[O:30].C(=O)([O-])[O-].[Na+].[Na+].Cl. Product: [CH2:1]([C:8]1[CH:9]=[N:10][C:11]2[C:16]([C:17]=1[C:18]1[CH:19]=[C:20]([C:37]3[CH:38]=[CH:39][C:34]([CH2:33][CH2:32][C:29]([OH:31])=[O:30])=[CH:35][CH:36]=3)[CH:21]=[CH:22][CH:23]=1)=[CH:15][CH:14]=[CH:13][C:12]=2[C:25]([F:28])([F:27])[F:26])[C:2]1[CH:7]=[CH:6][CH:5]=[CH:4][CH:3]=1. The catalyst class is: 149.